Predict which catalyst facilitates the given reaction. From a dataset of Catalyst prediction with 721,799 reactions and 888 catalyst types from USPTO. (1) Reactant: [CH3:1][O:2][C:3]1[CH:11]=[C:10]2[C:6]([CH:7]=[CH:8][N:9]2[S:12]([C:15]2[CH:20]=[CH:19][CH:18]=[CH:17][CH:16]=2)(=[O:14])=[O:13])=[C:5]2[C:21]([CH3:26])=[N:22][CH2:23][CH2:24][O:25][C:4]=12.[BH3-]C#N.[Na+]. Product: [CH3:1][O:2][C:3]1[CH:11]=[C:10]2[C:6]([CH:7]=[CH:8][N:9]2[S:12]([C:15]2[CH:16]=[CH:17][CH:18]=[CH:19][CH:20]=2)(=[O:14])=[O:13])=[C:5]2[CH:21]([CH3:26])[NH:22][CH2:23][CH2:24][O:25][C:4]=12. The catalyst class is: 14. (2) The catalyst class is: 9. Product: [CH:24]1([C:30]([N:21]2[CH2:22][CH2:23][CH:18]([NH:17][C:9]3[N:8]=[C:7]([C:1]4[CH:6]=[CH:5][CH:4]=[CH:3][CH:2]=4)[C:16]4[C:11](=[CH:12][CH:13]=[CH:14][CH:15]=4)[N:10]=3)[CH2:19][CH2:20]2)=[O:31])[CH2:29][CH2:28][CH2:27][CH2:26][CH2:25]1. Reactant: [C:1]1([C:7]2[C:16]3[C:11](=[CH:12][CH:13]=[CH:14][CH:15]=3)[N:10]=[C:9]([NH:17][CH:18]3[CH2:23][CH2:22][NH:21][CH2:20][CH2:19]3)[N:8]=2)[CH:6]=[CH:5][CH:4]=[CH:3][CH:2]=1.[CH:24]1([C:30](O)=[O:31])[CH2:29][CH2:28][CH2:27][CH2:26][CH2:25]1.C(N(CC)CC)C.F[P-](F)(F)(F)(F)F.N1(OOC(N(C)C)=[N+](C)C)C2N=CC=CC=2N=N1.[Cl-].[Li+]. (3) The catalyst class is: 1. Reactant: [F:1][C:2]1[CH:7]=[CH:6][C:5]([N:8]2[C:17]3[C:12](=[CH:13][C:14]([OH:18])=[CH:15][CH:16]=3)[C:11](=[O:19])[C:10]([C:20]([O:22][CH3:23])=[O:21])=[CH:9]2)=[CH:4][CH:3]=1.[N:24]1[CH:29]=[CH:28][CH:27]=[C:26]([CH2:30]O)[CH:25]=1.C1(P(C2C=CC=CC=2)C2C=CC=CC=2)C=CC=CC=1.CC(OC(/N=N/C(OC(C)(C)C)=O)=O)(C)C. Product: [F:1][C:2]1[CH:3]=[CH:4][C:5]([N:8]2[C:17]3[C:12](=[CH:13][C:14]([O:18][CH2:30][C:26]4[CH:25]=[N:24][CH:29]=[CH:28][CH:27]=4)=[CH:15][CH:16]=3)[C:11](=[O:19])[C:10]([C:20]([O:22][CH3:23])=[O:21])=[CH:9]2)=[CH:6][CH:7]=1. (4) Reactant: [NH2:1][C:2]1[CH:25]=[CH:24][C:23]([Cl:26])=[CH:22][C:3]=1[C:4]([NH:6][C:7]1[CH:11]=[CH:10][N:9]([C:12]2[CH:17]=[CH:16][CH:15]=[C:14]([C:18]([F:21])([F:20])[F:19])[CH:13]=2)[N:8]=1)=[O:5].N1C=CC=CC=1.[CH3:33][N:34]([CH2:46][CH2:47][N:48]1[CH2:53][CH2:52][O:51][CH2:50][CH2:49]1)[C:35]([C:37]1[CH:38]=[C:39]([CH:43]=[CH:44][CH:45]=1)[C:40](Cl)=[O:41])=[O:36].[OH2:54]. Product: [F:19][C:18]([F:21])([F:20])[C:14]([OH:36])=[O:54].[Cl:26][C:23]1[CH:24]=[CH:25][C:2]([NH:1][C:40](=[O:41])[C:39]2[CH:43]=[CH:44][CH:45]=[C:37]([C:35]([N:34]([CH3:33])[CH2:46][CH2:47][N:48]3[CH2:49][CH2:50][O:51][CH2:52][CH2:53]3)=[O:36])[CH:38]=2)=[C:3]([C:4](=[O:5])[NH:6][C:7]2[CH:11]=[CH:10][N:9]([C:12]3[CH:17]=[CH:16][CH:15]=[C:14]([C:18]([F:20])([F:21])[F:19])[CH:13]=3)[N:8]=2)[CH:22]=1. The catalyst class is: 4. (5) Reactant: [Cl:1][C:2]1[N:10]=[C:9]([NH2:11])[N:8]=[C:7]2[C:3]=1[N:4]=[CH:5][N:6]2[CH2:12][C:13]1[CH:18]=[C:17]([O:19][CH3:20])[C:16]([O:21][CH3:22])=[C:15]([O:23][CH3:24])[CH:14]=1.[N+]([O-])(O)=O.[CH3:29][CH2:30][O:31]C(C)=O.CCCCCC. Product: [Cl:1][C:2]1[N:10]=[C:9]([NH:11][C:30](=[O:31])[CH3:29])[N:8]=[C:7]2[C:3]=1[N:4]=[CH:5][N:6]2[CH2:12][C:13]1[CH:14]=[C:15]([O:23][CH3:24])[C:16]([O:21][CH3:22])=[C:17]([O:19][CH3:20])[CH:18]=1. The catalyst class is: 15.